This data is from Full USPTO retrosynthesis dataset with 1.9M reactions from patents (1976-2016). The task is: Predict the reactants needed to synthesize the given product. (1) Given the product [CH3:3][Si:2]([O:13][CH2:6][C:7]1[CH:12]=[CH:11][CH:10]=[CH:9][CH:8]=1)([CH3:5])[CH3:4], predict the reactants needed to synthesize it. The reactants are: Cl[Si:2]([CH3:5])([CH3:4])[CH3:3].[CH2:6]([OH:13])[C:7]1[CH:12]=[CH:11][CH:10]=[CH:9][CH:8]=1.CN1C=CN=C1. (2) Given the product [Br:1][C:2]1[CH:7]=[CH:6][C:5]([S:8][C:10]([F:13])([F:12])[F:11])=[C:4]([O:9][C:10]([F:11])([F:13])[F:12])[CH:3]=1, predict the reactants needed to synthesize it. The reactants are: [Br:1][C:2]1[CH:7]=[CH:6][C:5]([SH:8])=[C:4]([O:9][C:10]([F:13])([F:12])[F:11])[CH:3]=1.[H-].[Na+].